Predict the reaction yield, written as a fraction of the theoretical maximum amount of product (1.0 means a 100% yield; for example, 0.34 means a 34% yield). From a dataset of Reaction yield outcomes from USPTO patents with 853,638 reactions. (1) The reactants are [I:1][C:2]1[C:10]2[C:5](=[N:6][CH:7]=[N:8][C:9]=2[NH2:11])[NH:4][N:3]=1.C([O-])([O-])=O.[K+].[K+].I[CH:19]1[CH2:23][CH2:22][CH2:21][CH2:20]1. The catalyst is CN(C=O)C. The product is [CH:19]1([N:4]2[C:5]3=[N:6][CH:7]=[N:8][C:9]([NH2:11])=[C:10]3[C:2]([I:1])=[N:3]2)[CH2:23][CH2:22][CH2:21][CH2:20]1. The yield is 0.600. (2) The yield is 0.280. The product is [CH:26]1([N:24]([CH3:25])[CH:20]2[CH2:19][CH2:18][C:17]([CH3:29])([CH3:30])[C:16]3[CH:15]=[C:14]([NH:13][C:11](=[O:12])[NH:10][C:7]4[CH:6]=[CH:5][C:4]([C:3]([OH:31])=[O:2])=[CH:9][CH:8]=4)[CH:23]=[CH:22][C:21]2=3)[CH2:28][CH2:27]1. The reactants are C[O:2][C:3](=[O:31])[C:4]1[CH:9]=[CH:8][C:7]([NH:10][C:11]([NH:13][C:14]2[CH:23]=[CH:22][C:21]3[CH:20]([N:24]([CH:26]4[CH2:28][CH2:27]4)[CH3:25])[CH2:19][CH2:18][C:17]([CH3:30])([CH3:29])[C:16]=3[CH:15]=2)=[O:12])=[CH:6][CH:5]=1.[OH-].[Na+].Cl. The catalyst is CO.O1CCCC1. (3) The reactants are [OH:1][C:2]1[CH:7]=[CH:6][C:5]([C:8]2[CH:13]=[CH:12][C:11]([C:14]#[N:15])=[CH:10][CH:9]=2)=[CH:4][CH:3]=1.[I-:16].[Na+].[OH-].[Na+].Cl[O-].[Na+].P([O-])(O)(O)=O.[Na+]. The catalyst is CO.S([O-])([O-])(=O)=S.[Na+].[Na+].O. The product is [OH:1][C:2]1[CH:3]=[CH:4][C:5]([C:8]2[CH:13]=[CH:12][C:11]([C:14]#[N:15])=[CH:10][CH:9]=2)=[CH:6][C:7]=1[I:16]. The yield is 0.530. (4) The reactants are N1C=CN=C1.CN(C)C=O.[OH:11][CH:12]([C:16]1[CH:21]=[CH:20][N:19]=[CH:18][CH:17]=1)[CH2:13][C:14]#[N:15].[C:22]([Si:26]([C:34]1[CH:39]=[CH:38][CH:37]=[CH:36][CH:35]=1)([C:28]1[CH:33]=[CH:32][CH:31]=[CH:30][CH:29]=1)Cl)([CH3:25])([CH3:24])[CH3:23]. The catalyst is CCOCC.C(OCC)(=O)C. The product is [O:11]([CH:12]([C:16]1[CH:17]=[CH:18][N:19]=[CH:20][CH:21]=1)[CH2:13][C:14]#[N:15])[Si:26]([C:22]([CH3:25])([CH3:24])[CH3:23])([C:34]1[CH:35]=[CH:36][CH:37]=[CH:38][CH:39]=1)[C:28]1[CH:33]=[CH:32][CH:31]=[CH:30][CH:29]=1. The yield is 0.989. (5) The reactants are Br[CH2:2][C:3]1[C:4]([F:13])=[C:5]([CH:10]=[CH:11][CH:12]=1)[C:6]([O:8][CH3:9])=[O:7].C(=O)(O)[O-:15].[Na+].CS(C)=O. The catalyst is C(OCC)(=O)C. The product is [F:13][C:4]1[C:3]([CH:2]=[O:15])=[CH:12][CH:11]=[CH:10][C:5]=1[C:6]([O:8][CH3:9])=[O:7]. The yield is 0.670. (6) The reactants are [OH:1][CH2:2][CH2:3][CH2:4][NH:5][CH2:6][CH2:7][NH2:8].CCN(C(C)C)C(C)C.[CH3:18][C:19]([Si:22](Cl)([CH3:24])[CH3:23])([CH3:21])[CH3:20].C(Cl)Cl.CN([CH:32]=[O:33])C. No catalyst specified. The product is [Si:22]([O:1][CH2:2][CH2:3][CH2:4][N:5]1[CH2:6][CH2:7][NH:8][C:32]1=[O:33])([C:19]([CH3:21])([CH3:20])[CH3:18])([CH3:24])[CH3:23]. The yield is 0.980. (7) The reactants are [Cl:1][C:2]1[CH:7]=[CH:6][C:5]([C:8]2[CH:13]=[CH:12][CH:11]=[CH:10][C:9]=2[C@H:14]([O:32][P:33]([O:38][CH2:39][CH3:40])([O:35][CH2:36][CH3:37])=[O:34])[CH:15]2[CH2:20][CH2:19][N:18]([C:21]3[CH:31]=[CH:30][C:24]([C:25]([O:27]CC)=[O:26])=[CH:23][CH:22]=3)[CH2:17][CH2:16]2)=[CH:4][CH:3]=1.[OH-].[Li+]. The catalyst is C1COCC1.CO.O. The product is [Cl:1][C:2]1[CH:7]=[CH:6][C:5]([C:8]2[CH:13]=[CH:12][CH:11]=[CH:10][C:9]=2[C@H:14]([O:32][P:33]([O:35][CH2:36][CH3:37])([O:38][CH2:39][CH3:40])=[O:34])[CH:15]2[CH2:20][CH2:19][N:18]([C:21]3[CH:31]=[CH:30][C:24]([C:25]([OH:27])=[O:26])=[CH:23][CH:22]=3)[CH2:17][CH2:16]2)=[CH:4][CH:3]=1. The yield is 0.860.